Predict the reaction yield, written as a fraction of the theoretical maximum amount of product (1.0 means a 100% yield; for example, 0.34 means a 34% yield). From a dataset of Reaction yield outcomes from USPTO patents with 853,638 reactions. (1) The reactants are [CH2:1]([NH:8][C:9]1[CH:14]=[CH:13][C:12]([O:15][CH2:16][C:17]#[CH:18])=[CH:11][C:10]=1[C:19]([C:21]1[CH:26]=[CH:25][C:24]([CH:27]([CH3:29])[CH3:28])=[CH:23][CH:22]=1)=O)[C:2]1[CH:7]=[CH:6][CH:5]=[CH:4][CH:3]=1.[S-:30][C:31]#[N:32].[K+]. The catalyst is C(O)(=O)C. The product is [CH2:1]([N:8]1[C:9]2[C:10](=[CH:11][C:12]([O:15][CH2:16][C:17]#[CH:18])=[CH:13][CH:14]=2)[C:19]([C:21]2[CH:26]=[CH:25][C:24]([CH:27]([CH3:29])[CH3:28])=[CH:23][CH:22]=2)=[N:32][C:31]1=[S:30])[C:2]1[CH:7]=[CH:6][CH:5]=[CH:4][CH:3]=1. The yield is 0.160. (2) The reactants are Br[C:2]1[CH:3]=[C:4]([CH:9]2[CH2:14][C:13]([CH3:28])([S:15]([C:18]3[CH:23]=[CH:22][CH:21]=[C:20]([C:24]([F:27])([F:26])[F:25])[CH:19]=3)(=[O:17])=[O:16])[CH2:12][CH2:11][O:10]2)[CH:5]=[CH:6][C:7]=1[F:8].CCN(C(C)C)C(C)C.[CH3:38][S-:39].[Na+]. The catalyst is C1(C)C=CC=CC=1.C1C=CC(/C=C/C(/C=C/C2C=CC=CC=2)=O)=CC=1.C1C=CC(/C=C/C(/C=C/C2C=CC=CC=2)=O)=CC=1.C1C=CC(/C=C/C(/C=C/C2C=CC=CC=2)=O)=CC=1.[Pd].[Pd].CC1(C)C2C(=C(P(C3C=CC=CC=3)C3C=CC=CC=3)C=CC=2)OC2C(P(C3C=CC=CC=3)C3C=CC=CC=3)=CC=CC1=2. The product is [F:8][C:7]1[CH:6]=[CH:5][C:4]([CH:9]2[CH2:14][C:13]([CH3:28])([S:15]([C:18]3[CH:23]=[CH:22][CH:21]=[C:20]([C:24]([F:27])([F:26])[F:25])[CH:19]=3)(=[O:17])=[O:16])[CH2:12][CH2:11][O:10]2)=[CH:3][C:2]=1[S:39][CH3:38]. The yield is 0.860. (3) The reactants are [CH2:1]([C@@H:8]1[CH2:12][O:11][C:10](=[O:13])[N:9]1[C:14](=[O:33])[C@H:15]([CH3:32])[C@H:16]([C@H:18]1[CH2:22][O:21][C:20]([CH3:24])([CH3:23])[N:19]1[C:25]([O:27][C:28]([CH3:31])([CH3:30])[CH3:29])=[O:26])[OH:17])[C:2]1[CH:7]=[CH:6][CH:5]=[CH:4][CH:3]=1.N1C(C)=CC=CC=1C.[Si:42](OS(C(F)(F)F)(=O)=O)([C:45]([CH3:48])([CH3:47])[CH3:46])([CH3:44])[CH3:43]. The catalyst is C(Cl)Cl.C(OCC)(=O)C. The product is [CH2:1]([C@@H:8]1[CH2:12][O:11][C:10](=[O:13])[N:9]1[C:14](=[O:33])[C@H:15]([CH3:32])[C@H:16]([C@H:18]1[CH2:22][O:21][C:20]([CH3:24])([CH3:23])[N:19]1[C:25]([O:27][C:28]([CH3:31])([CH3:30])[CH3:29])=[O:26])[O:17][Si:42]([C:45]([CH3:48])([CH3:47])[CH3:46])([CH3:44])[CH3:43])[C:2]1[CH:7]=[CH:6][CH:5]=[CH:4][CH:3]=1. The yield is 0.830. (4) The product is [C:11]1([NH:10][C:2]2[CH:9]=[CH:8][CH:7]=[CH:6][C:3]=2[C:4]#[N:5])[CH:16]=[CH:15][CH:14]=[CH:13][CH:12]=1. The reactants are Br[C:2]1[CH:9]=[CH:8][CH:7]=[CH:6][C:3]=1[C:4]#[N:5].[NH2:10][C:11]1[CH:16]=[CH:15][CH:14]=[CH:13][CH:12]=1.CC1(C)C2C(=C(P(C3C=CC=CC=3)C3C=CC=CC=3)C=CC=2)OC2C(P(C3C=CC=CC=3)C3C=CC=CC=3)=CC=CC1=2.C(=O)([O-])[O-].[Cs+].[Cs+]. The yield is 0.810. The catalyst is O1CCOCC1.C1C=CC(/C=C/C(/C=C/C2C=CC=CC=2)=O)=CC=1.C1C=CC(/C=C/C(/C=C/C2C=CC=CC=2)=O)=CC=1.C1C=CC(/C=C/C(/C=C/C2C=CC=CC=2)=O)=CC=1.[Pd].[Pd]. (5) The reactants are C(=O)([O-])[O-].[K+].[K+].[CH3:7][NH:8][CH:9]1[CH2:14][CH2:13][CH2:12][CH2:11][CH2:10]1.CN1CCCC1=O.F[C:23]1[CH:28]=[CH:27][C:26]([F:29])=[CH:25][C:24]=1[N+:30]([O-:32])=[O:31]. The catalyst is O. The product is [CH:9]1([N:8]([CH3:7])[C:23]2[CH:28]=[CH:27][C:26]([F:29])=[CH:25][C:24]=2[N+:30]([O-:32])=[O:31])[CH2:14][CH2:13][CH2:12][CH2:11][CH2:10]1. The yield is 0.890. (6) The reactants are [F:1][C:2]1[CH:11]=[C:10]2[C:5]([C:6]([OH:12])=[N:7][CH:8]=[N:9]2)=[CH:4][CH:3]=1.[N+:13]([O-])([OH:15])=[O:14]. The catalyst is OS(O)(=O)=O. The product is [F:1][C:2]1[CH:11]=[C:10]2[C:5]([C:6]([OH:12])=[N:7][CH:8]=[N:9]2)=[CH:4][C:3]=1[N+:13]([O-:15])=[O:14]. The yield is 0.380. (7) The reactants are [C:1]([O:5][C:6]([N:8]1[CH2:14][C:13]2[CH:15]=[C:16](Br)[CH:17]=[N:18][C:12]=2[NH:11][CH2:10][CH2:9]1)=[O:7])([CH3:4])([CH3:3])[CH3:2].[CH3:20][N:21]([CH2:26][C:27]1[O:28][C:29]2[CH:36]=[CH:35][CH:34]=[CH:33][C:30]=2[C:31]=1[CH3:32])[C:22](=[O:25])[CH:23]=[CH2:24].C(N(C(C)C)C(C)C)C.CC1C=CC=CC=1P(C1C=CC=CC=1C)C1C=CC=CC=1C. The catalyst is C(#N)CC.CN(C=O)C.CCOC(C)=O.CC([O-])=O.CC([O-])=O.[Pd+2]. The product is [C:1]([O:5][C:6]([N:8]1[CH2:14][C:13]2[CH:15]=[C:16](/[CH:24]=[CH:23]/[C:22](=[O:25])[N:21]([CH3:20])[CH2:26][C:27]3[O:28][C:29]4[CH:36]=[CH:35][CH:34]=[CH:33][C:30]=4[C:31]=3[CH3:32])[CH:17]=[N:18][C:12]=2[NH:11][CH2:10][CH2:9]1)=[O:7])([CH3:4])([CH3:3])[CH3:2]. The yield is 0.620. (8) The reactants are Cl[C:2]1[CH2:6][C:5]([CH3:8])([CH3:7])[CH2:4][C:3]=1/[CH:9]=[CH:10]/[C:11]([O:13][CH2:14][CH3:15])=[O:12].[N-:16]=[N+]=[N-].[Na+].O.C(Cl)Cl. The catalyst is CS(C)=O. The product is [CH3:7][C:5]1([CH3:8])[CH2:6][C:2]2[NH:16][C:10]([C:11]([O:13][CH2:14][CH3:15])=[O:12])=[CH:9][C:3]=2[CH2:4]1. The yield is 0.370.